From a dataset of Peptide-MHC class I binding affinity with 185,985 pairs from IEDB/IMGT. Regression. Given a peptide amino acid sequence and an MHC pseudo amino acid sequence, predict their binding affinity value. This is MHC class I binding data. (1) The peptide sequence is TTSDFFVNY. The MHC is HLA-B58:01 with pseudo-sequence HLA-B58:01. The binding affinity (normalized) is 0.0847. (2) The binding affinity (normalized) is 0.323. The peptide sequence is MLVTLPVYS. The MHC is HLA-A02:03 with pseudo-sequence HLA-A02:03. (3) The MHC is BoLA-D18.4 with pseudo-sequence BoLA-D18.4. The binding affinity (normalized) is 0.616. The peptide sequence is AKRYEKSAM. (4) The peptide sequence is VSPLAVTWW. The MHC is HLA-A02:01 with pseudo-sequence HLA-A02:01. The binding affinity (normalized) is 0.355. (5) The peptide sequence is AQGYKVLVL. The MHC is HLA-A29:02 with pseudo-sequence HLA-A29:02. The binding affinity (normalized) is 0. (6) The peptide sequence is ESVNFDSKI. The MHC is H-2-Kb with pseudo-sequence H-2-Kb. The binding affinity (normalized) is 0.0713. (7) The peptide sequence is ELRQLAQSL. The MHC is HLA-B08:01 with pseudo-sequence HLA-B08:01. The binding affinity (normalized) is 0.533. (8) The peptide sequence is HSVGFDYVY. The MHC is HLA-A30:02 with pseudo-sequence HLA-A30:02. The binding affinity (normalized) is 0.771. (9) The peptide sequence is TRKIRSEEL. The MHC is HLA-A02:03 with pseudo-sequence HLA-A02:03. The binding affinity (normalized) is 0.0847. (10) The peptide sequence is MSIVSSLHL. The MHC is H-2-Db with pseudo-sequence H-2-Db. The binding affinity (normalized) is 0.380.